This data is from TCR-epitope binding with 47,182 pairs between 192 epitopes and 23,139 TCRs. The task is: Binary Classification. Given a T-cell receptor sequence (or CDR3 region) and an epitope sequence, predict whether binding occurs between them. The epitope is LEPLVDLPI. Result: 1 (the TCR binds to the epitope). The TCR CDR3 sequence is CSVEGLRENPISYNEQFF.